Dataset: TCR-epitope binding with 47,182 pairs between 192 epitopes and 23,139 TCRs. Task: Binary Classification. Given a T-cell receptor sequence (or CDR3 region) and an epitope sequence, predict whether binding occurs between them. (1) The epitope is KLPDDFTGCV. The TCR CDR3 sequence is CASSLGRGEQYF. Result: 0 (the TCR does not bind to the epitope). (2) The epitope is ELAGIGILTV. The TCR CDR3 sequence is CASSLTGGAEAFF. Result: 1 (the TCR binds to the epitope). (3) The epitope is PKYVKQNTLKLAT. The TCR CDR3 sequence is CASSLSQGDQPQHF. Result: 1 (the TCR binds to the epitope). (4) The epitope is FTYASALWEI. The TCR CDR3 sequence is CASSEGTGPYEQYF. Result: 0 (the TCR does not bind to the epitope).